From a dataset of Catalyst prediction with 721,799 reactions and 888 catalyst types from USPTO. Predict which catalyst facilitates the given reaction. (1) Reactant: [CH2:1]([N:8]1[C:12]2=[C:13]([N:18]3[CH2:27][CH2:26][C:25]4[C:20](=[CH:21][CH:22]=[CH:23][CH:24]=4)[CH2:19]3)[N:14]=[C:15]([SH:17])[CH:16]=[C:11]2[C:10]([CH3:28])=[C:9]1[CH3:29])[C:2]1[CH:7]=[CH:6][CH:5]=[CH:4][CH:3]=1.[ClH:30]. Product: [ClH:30].[CH2:1]([N:8]1[C:12]2=[C:13]([N:18]3[CH2:27][CH2:26][C:25]4[C:20](=[CH:21][CH:22]=[CH:23][CH:24]=4)[CH2:19]3)[N:14]=[C:15]([SH:17])[CH:16]=[C:11]2[C:10]([CH3:28])=[C:9]1[CH3:29])[C:2]1[CH:3]=[CH:4][CH:5]=[CH:6][CH:7]=1. The catalyst class is: 13. (2) Reactant: [CH3:1][O:2][C:3]([C:5]1[CH:6]=[C:7]2[C:11](=[CH:12][CH:13]=1)[N:10]([CH2:14][CH:15]1[CH2:17][O:16]1)[CH:9]=[C:8]2[C:18](=[O:29])[C:19]1[CH:24]=[CH:23][C:22]([C:25]([O:27][CH3:28])=[O:26])=[CH:21][CH:20]=1)=[O:4].[CH2:30]([C:38]1[CH:43]=[CH:42][C:41]([OH:44])=[CH:40][CH:39]=1)[CH2:31][CH2:32][CH2:33][CH2:34][CH2:35][CH2:36][CH3:37]. Product: [CH3:1][O:2][C:3]([C:5]1[CH:6]=[C:7]2[C:11](=[CH:12][CH:13]=1)[N:10]([CH2:14][CH:15]([OH:16])[CH2:17][O:44][C:41]1[CH:40]=[CH:39][C:38]([CH2:30][CH2:31][CH2:32][CH2:33][CH2:34][CH2:35][CH2:36][CH3:37])=[CH:43][CH:42]=1)[CH:9]=[C:8]2[C:18](=[O:29])[C:19]1[CH:20]=[CH:21][C:22]([C:25]([O:27][CH3:28])=[O:26])=[CH:23][CH:24]=1)=[O:4]. The catalyst class is: 277. (3) Reactant: [F:1][C:2]([F:29])([F:28])[C:3]1[CH:27]=[CH:26][C:6]([O:7][C:8]2[CH:13]=[CH:12][C:11]([C:14]3[C:19]4=[N:20][S:21](=[O:25])(=[O:24])[CH2:22][CH2:23][N:18]4[CH:17]=[CH:16][CH:15]=3)=[CH:10][CH:9]=2)=[CH:5][CH:4]=1. Product: [F:29][C:2]([F:1])([F:28])[C:3]1[CH:27]=[CH:26][C:6]([O:7][C:8]2[CH:9]=[CH:10][C:11]([CH:14]3[C:19]4=[N:20][S:21](=[O:24])(=[O:25])[CH2:22][CH2:23][N:18]4[CH2:17][CH2:16][CH2:15]3)=[CH:12][CH:13]=2)=[CH:5][CH:4]=1. The catalyst class is: 609. (4) Reactant: [OH:1][CH2:2][C:3]1[CH:7]=[C:6]([C:8]2[CH:13]=[CH:12][CH:11]=[CH:10][CH:9]=2)[N:5]([C:14]2[CH:19]=[CH:18][C:17]([S:20]([NH2:23])(=[O:22])=[O:21])=[CH:16][CH:15]=2)[N:4]=1.C1C=C[NH+]=CC=1.[O-][Cr](Cl)(=O)=O. Product: [CH:2]([C:3]1[CH:7]=[C:6]([C:8]2[CH:9]=[CH:10][CH:11]=[CH:12][CH:13]=2)[N:5]([C:14]2[CH:19]=[CH:18][C:17]([S:20]([NH2:23])(=[O:22])=[O:21])=[CH:16][CH:15]=2)[N:4]=1)=[O:1]. The catalyst class is: 2.